From a dataset of Catalyst prediction with 721,799 reactions and 888 catalyst types from USPTO. Predict which catalyst facilitates the given reaction. (1) Product: [O:18]1[CH2:22][CH2:21][CH2:20][CH:19]1[CH2:23][NH:24][C:25]([C:27]1[S:28][C:29]([C:32]([NH:34][N:35]=[C:15]([C:12]2[C:13]([OH:14])=[C:9]([C:4]3[CH:5]=[CH:6][C:7]([Cl:8])=[C:2]([Cl:1])[CH:3]=3)[S:10][CH:11]=2)[CH3:17])=[O:33])=[CH:30][CH:31]=1)=[O:26]. The catalyst class is: 32. Reactant: [Cl:1][C:2]1[CH:3]=[C:4]([C:9]2[S:10][CH:11]=[C:12]([C:15]([CH3:17])=O)[C:13]=2[OH:14])[CH:5]=[CH:6][C:7]=1[Cl:8].[O:18]1[CH2:22][CH2:21][CH2:20][CH:19]1[CH2:23][NH:24][C:25]([C:27]1[S:28][C:29]([C:32]([NH:34][NH2:35])=[O:33])=[CH:30][CH:31]=1)=[O:26].O.C1(C)C=CC(S(O)(=O)=O)=CC=1. (2) Reactant: [F:1][C:2]1[CH:7]=[CH:6][C:5]([NH:8][C:9]([C:11]2([C:14](Cl)=[O:15])[CH2:13][CH2:12]2)=[O:10])=[CH:4][CH:3]=1.[CH3:17][O:18][C:19]1[CH:20]=[C:21]2[C:26](=[CH:27][C:28]=1[O:29][CH3:30])[N:25]=[CH:24][CH:23]=[C:22]2[O:31][C:32]1[CH:37]=[CH:36][C:35]([NH2:38])=[CH:34][CH:33]=1.C(=O)([O-])[O-].[K+].[K+]. Product: [F:1][C:2]1[CH:7]=[CH:6][C:5]([NH:8][C:9]([C:11]2([C:14]([NH:38][C:35]3[CH:36]=[CH:37][C:32]([O:31][C:22]4[C:21]5[C:26](=[CH:27][C:28]([O:29][CH3:30])=[C:19]([O:18][CH3:17])[CH:20]=5)[N:25]=[CH:24][CH:23]=4)=[CH:33][CH:34]=3)=[O:15])[CH2:13][CH2:12]2)=[O:10])=[CH:4][CH:3]=1. The catalyst class is: 6. (3) Product: [F:32][C:33]1[C:38]([CH3:39])=[C:37]([C:2]2[C:10]3[C:9]([O:11][C@H:12]([CH2:18][C:19]4[CH:24]=[CH:23][CH:22]=[CH:21][C:20]=4[O:25][CH3:26])[C:13]([O:15][CH2:16][CH3:17])=[O:14])=[N:8][CH:7]=[N:6][C:5]=3[S:4][C:3]=2[C:27]2[O:28][CH:29]=[CH:30][CH:31]=2)[CH:36]=[CH:35][C:34]=1[OH:49]. The catalyst class is: 38. Reactant: Br[C:2]1[C:10]2[C:9]([O:11][C@H:12]([CH2:18][C:19]3[CH:24]=[CH:23][CH:22]=[CH:21][C:20]=3[O:25][CH3:26])[C:13]([O:15][CH2:16][CH3:17])=[O:14])=[N:8][CH:7]=[N:6][C:5]=2[S:4][C:3]=1[C:27]1[O:28][CH:29]=[CH:30][CH:31]=1.[F:32][C:33]1[C:38]([CH3:39])=[C:37](B2OC(C)(C)C(C)(C)O2)[CH:36]=[CH:35][C:34]=1[OH:49].C([O-])([O-])=O.[Cs+].[Cs+].Cl. (4) Reactant: Br[C:2]1[CH:3]=[C:4]([CH:8]2[C:17]([C:18]3[CH:19]=[CH:20][C:21]4[O:26][CH2:25][C:24](=[O:27])[NH:23][C:22]=4[CH:28]=3)=[CH:16][C:15]3[C:10](=[CH:11][CH:12]=[CH:13][CH:14]=3)[S:9]2)[CH:5]=[CH:6][CH:7]=1.[CH3:29][N:30]1CCCC1=O. Product: [O:27]=[C:24]1[NH:23][C:22]2[CH:28]=[C:18]([C:17]3[CH:8]([C:4]4[CH:3]=[C:2]([CH:7]=[CH:6][CH:5]=4)[C:29]#[N:30])[S:9][C:10]4[C:15]([CH:16]=3)=[CH:14][CH:13]=[CH:12][CH:11]=4)[CH:19]=[CH:20][C:21]=2[O:26][CH2:25]1. The catalyst class is: 267. (5) The catalyst class is: 16. Reactant: CS(O[CH2:6][C:7]1[N:8]=[N:9][N:10]([CH2:12][CH2:13][C@H:14]2[O:20][C@H:19]([C:21]3[CH:26]=[CH:25][CH:24]=[C:23]([O:27][CH3:28])[C:22]=3[O:29][CH3:30])[C:18]3[CH:31]=[C:32]([Cl:35])[CH:33]=[CH:34][C:17]=3[N:16]3[CH:36]=[CH:37][CH:38]=[C:15]23)[CH:11]=1)(=O)=O.[C-:39]#[N:40].[Na+]. Product: [Cl:35][C:32]1[CH:33]=[CH:34][C:17]2[N:16]3[CH:36]=[CH:37][CH:38]=[C:15]3[C@@H:14]([CH2:13][CH2:12][N:10]3[CH:11]=[C:7]([CH2:6][C:39]#[N:40])[N:8]=[N:9]3)[O:20][C@H:19]([C:21]3[CH:26]=[CH:25][CH:24]=[C:23]([O:27][CH3:28])[C:22]=3[O:29][CH3:30])[C:18]=2[CH:31]=1. (6) Reactant: [C:1]([CH:5]=C1CCP(C2C=CC=CC=2)C1(C1C=CC=CC=1)C1C=CC=CC=1)([O:3][CH3:4])=[O:2].[Br:29][C:30]1[C:35]([O:36][CH2:37][O:38][CH3:39])=[CH:34][C:33]([O:40][CH2:41][O:42][CH3:43])=[C:32]([C:44]2[O:45][C:46]([CH:49]=O)=[CH:47][CH:48]=2)[C:31]=1[CH2:51][C:52]([O:54][CH3:55])=[O:53]. Product: [Br:29][C:30]1[C:31]([CH2:51][C:52]([O:54][CH3:55])=[O:53])=[C:32]([C:44]2[O:45][C:46]([CH:49]=[CH:5][C:1]([O:3][CH3:4])=[O:2])=[CH:47][CH:48]=2)[C:33]([O:40][CH2:41][O:42][CH3:43])=[CH:34][C:35]=1[O:36][CH2:37][O:38][CH3:39]. The catalyst class is: 11. (7) Reactant: C1C[O:4][CH2:3]C1.[C:6]([N:9]1[C:18]2[C:13](=[CH:14][C:15]([C:19]([NH:21][NH2:22])=[O:20])=[CH:16][CH:17]=2)[CH:12]([NH:23][C:24]2[CH:29]=[CH:28][C:27]([Cl:30])=[CH:26][CH:25]=2)[CH2:11][CH:10]1[CH3:31])(=[O:8])[CH3:7].C(N(CC)CC)C. Product: [C:6]([N:9]1[C:18]2[C:13](=[CH:14][C:15]([C:19]3[O:20][C:3](=[O:4])[NH:22][N:21]=3)=[CH:16][CH:17]=2)[CH:12]([NH:23][C:24]2[CH:25]=[CH:26][C:27]([Cl:30])=[CH:28][CH:29]=2)[CH2:11][CH:10]1[CH3:31])(=[O:8])[CH3:7]. The catalyst class is: 6. (8) Reactant: [OH-].[Na+].[NH2:3][C:4]1[C:9]([OH:10])=[CH:8][CH:7]=[CH:6][N:5]=1.[CH:11]1([CH2:17]Br)[CH2:16][CH2:15][CH2:14][CH2:13][CH2:12]1.O. Product: [CH:11]1([CH2:17][O:10][C:9]2[C:4]([NH2:3])=[N:5][CH:6]=[CH:7][CH:8]=2)[CH2:16][CH2:15][CH2:14][CH2:13][CH2:12]1. The catalyst class is: 5.